This data is from NCI-60 drug combinations with 297,098 pairs across 59 cell lines. The task is: Regression. Given two drug SMILES strings and cell line genomic features, predict the synergy score measuring deviation from expected non-interaction effect. Cell line: TK-10. Drug 2: B(C(CC(C)C)NC(=O)C(CC1=CC=CC=C1)NC(=O)C2=NC=CN=C2)(O)O. Drug 1: C1=NC(=NC(=O)N1C2C(C(C(O2)CO)O)O)N. Synergy scores: CSS=13.3, Synergy_ZIP=-5.66, Synergy_Bliss=-12.2, Synergy_Loewe=-12.0, Synergy_HSA=-12.0.